Dataset: Forward reaction prediction with 1.9M reactions from USPTO patents (1976-2016). Task: Predict the product of the given reaction. (1) Given the reactants [F:1][C:2]1[CH:3]=[C:4](/[CH:16]=[C:17](\[CH3:20])/[CH2:18]O)[CH:5]=[C:6]([F:15])[C:7]=1[O:8][C:9]1[CH:14]=[CH:13][CH:12]=[CH:11][CH:10]=1.C1C=CC(P(C2C=CC=CC=2)C2C=CC=CC=2)=CC=1.[C:40]1(=[O:50])[NH:44][C:43](=[O:45])[C:42]2=[CH:46][CH:47]=[CH:48][CH:49]=[C:41]12.N(C(OCC)=O)=NC(OCC)=O, predict the reaction product. The product is: [F:1][C:2]1[CH:3]=[C:4](/[CH:16]=[C:17](\[CH3:20])/[CH2:18][N:44]2[C:40](=[O:50])[C:41]3[C:42](=[CH:46][CH:47]=[CH:48][CH:49]=3)[C:43]2=[O:45])[CH:5]=[C:6]([F:15])[C:7]=1[O:8][C:9]1[CH:14]=[CH:13][CH:12]=[CH:11][CH:10]=1. (2) Given the reactants Cl[C:2]1[CH:12]=[CH:11][C:5]([C:6]([O:8]CC)=[O:7])=[CH:4][N:3]=1.[OH-].[Li+].[CH3:15][O:16][CH2:17][CH2:18][OH:19], predict the reaction product. The product is: [CH3:15][O:16][CH2:17][CH2:18][O:19][C:2]1[CH:12]=[CH:11][C:5]([C:6]([OH:8])=[O:7])=[CH:4][N:3]=1. (3) The product is: [CH2:8]1[C:9]2[C:14](=[CH:13][CH:12]=[CH:11][CH:10]=2)[CH2:15][CH2:16][CH:7]1[CH2:6][C:48](=[O:47])[CH:19]=[O:20]. Given the reactants N(CC(N)[CH2:6][CH:7]1[CH2:16][CH2:15][C:14]2[C:9](=[CH:10][CH:11]=[CH:12][CH:13]=2)[CH2:8]1)=[N+]=[N-].[OH-].[CH3:19][O:20]C(NS([N+](CC)(CC)CC)(=O)=O)=O.CC[N+](S(N=C([O:47][CH3:48])[O-])(=O)=O)(CC)CC, predict the reaction product. (4) Given the reactants [N:1]1[CH:6]=[CH:5][CH:4]=[CH:3][C:2]=1[C:7]([OH:9])=O.CN(C(ON1N=NC2C=CC=NC1=2)=[N+](C)C)C.F[P-](F)(F)(F)(F)F.CCN(C(C)C)C(C)C.[O-]S([O-])(=O)=O.[Na+].[Na+].[CH3:50][N:51]1[C:60]2[C:55](=[CH:56][N:57]=[C:58]([CH3:61])[CH:59]=2)[CH:54]=[C:53]([C:62]2[CH:63]=[C:64]([NH:69]/[C:70](/[NH2:73])=[N:71]/O)[CH:65]=[CH:66][C:67]=2[CH3:68])[C:52]1=[O:74], predict the reaction product. The product is: [CH3:50][N:51]1[C:60]2[C:55](=[CH:56][N:57]=[C:58]([CH3:61])[CH:59]=2)[CH:54]=[C:53]([C:62]2[CH:63]=[C:64]([NH:69][C:70]3[N:71]=[C:7]([C:2]4[CH:3]=[CH:4][CH:5]=[CH:6][N:1]=4)[O:9][N:73]=3)[CH:65]=[CH:66][C:67]=2[CH3:68])[C:52]1=[O:74]. (5) Given the reactants [CH:1]1([CH2:4][CH2:5][N:6]2[C:11](=[O:12])[CH2:10][C:9](=[O:13])[N:8]([C:14]3[CH:19]=[CH:18][CH:17]=[C:16]([N+:20]([O-:22])=[O:21])[CH:15]=3)[C:7]2=[O:23])[CH2:3][CH2:2]1.C(N(C(C)C)CC)(C)C.[N:33]([CH2:36][C:37]([O:39]CC)=[O:38])=[C:34]=[O:35], predict the reaction product. The product is: [CH:1]1([CH2:4][CH2:5][N:6]2[C:11]([OH:12])=[C:10]([C:34]([NH:33][CH2:36][C:37]([OH:39])=[O:38])=[O:35])[C:9](=[O:13])[N:8]([C:14]3[CH:19]=[CH:18][CH:17]=[C:16]([N+:20]([O-:22])=[O:21])[CH:15]=3)[C:7]2=[O:23])[CH2:3][CH2:2]1. (6) Given the reactants [C:1]([C:5]1[CH:10]=[CH:9][C:8]([NH:11][C:12](=[O:20])[C:13]2[CH:18]=[CH:17][C:16](Cl)=[N:15][CH:14]=2)=[CH:7][CH:6]=1)([CH3:4])([CH3:3])[CH3:2].[NH:21]1[CH2:31][CH2:30][CH:24]([C:25]([O:27][CH2:28][CH3:29])=[O:26])[CH2:23][CH2:22]1.C(OC(C1CCN(C2C=CC(C(=O)NC3C=CC(C)=C(I)C=3)=CN=2)CC1)=O)C, predict the reaction product. The product is: [CH2:28]([O:27][C:25]([CH:24]1[CH2:30][CH2:31][N:21]([C:16]2[CH:17]=[CH:18][C:13]([C:12](=[O:20])[NH:11][C:8]3[CH:9]=[CH:10][C:5]([C:1]([CH3:4])([CH3:3])[CH3:2])=[CH:6][CH:7]=3)=[CH:14][N:15]=2)[CH2:22][CH2:23]1)=[O:26])[CH3:29].